This data is from Forward reaction prediction with 1.9M reactions from USPTO patents (1976-2016). The task is: Predict the product of the given reaction. (1) The product is: [CH2:8]([O:7][C:3](=[O:10])[CH2:21][C:20]([C:16]1[O:15][CH:19]=[CH:18][CH:17]=1)=[O:22])[CH3:9]. Given the reactants [H-].[Na+].[C:3](=[O:10])([O:7][CH2:8][CH3:9])OCC.CC(C)=O.[O:15]1[CH:19]=[CH:18][CH:17]=[C:16]1[C:20](=[O:22])[CH3:21], predict the reaction product. (2) Given the reactants [C:1]([O:5][C:6](=[O:21])[CH2:7][C@@H:8]([CH2:12][CH2:13][CH2:14][CH:15]1[CH2:20][CH2:19][CH2:18][CH2:17][CH2:16]1)[C:9]([OH:11])=[O:10])([CH3:4])([CH3:3])[CH3:2].C(N1C=CN=C1)(N1C=CN=C1)=O.CN(C)N1C=CC=CC1.[NH2:43][C:44](=[N:48]O)[C:45]([NH2:47])=[O:46], predict the reaction product. The product is: [NH2:48]/[C:44](=[N:43]\[O:10][C:9]([C@H:8]([CH2:12][CH2:13][CH2:14][CH:15]1[CH2:16][CH2:17][CH2:18][CH2:19][CH2:20]1)[CH2:7][C:6]([O:5][C:1]([CH3:4])([CH3:2])[CH3:3])=[O:21])=[O:11])/[C:45]([NH2:47])=[O:46]. (3) Given the reactants Br[C:2]1[CH:7]=[CH:6][N:5]2[N:8]=[CH:9][C:10]([C:11]#[N:12])=[C:4]2[CH:3]=1.[F:13][C:14]([F:38])([F:37])[CH2:15][S:16]([NH:19][C:20]1[C:21]([O:35][CH3:36])=[N:22][CH:23]=[C:24](B2OC(C)(C)C(C)(C)O2)[CH:25]=1)(=[O:18])=[O:17].CC([O-])=O.[K+].C(Cl)Cl, predict the reaction product. The product is: [C:11]([C:10]1[CH:9]=[N:8][N:5]2[CH:6]=[CH:7][C:2]([C:24]3[CH:25]=[C:20]([NH:19][S:16]([CH2:15][C:14]([F:37])([F:38])[F:13])(=[O:17])=[O:18])[C:21]([O:35][CH3:36])=[N:22][CH:23]=3)=[CH:3][C:4]=12)#[N:12].